This data is from Catalyst prediction with 721,799 reactions and 888 catalyst types from USPTO. The task is: Predict which catalyst facilitates the given reaction. (1) Reactant: [Cl:1][C:2]1[CH:3]=[C:4]([NH:9][C:10]2[C:19]3[C:14](=[CH:15][C:16]([O:29][CH2:30][CH3:31])=[C:17]([NH:20][C:21](=[O:28])[CH:22]=[CH:23][CH2:24][N:25]([CH3:27])[CH3:26])[CH:18]=3)[N:13]=[CH:12][C:11]=2[C:32]#[N:33])[CH:5]=[CH:6][C:7]=1[F:8].[NH2:34][C@@H:35]([CH2:39][CH2:40][C:41]([NH:43][C@H:44]([C:47]([NH:49][CH2:50][C:51]([OH:53])=[O:52])=[O:48])[CH2:45][SH:46])=[O:42])[C:36]([OH:38])=[O:37].C(N(CC)CC)C.CO. Product: [NH2:34][C@H:35]([CH2:39][CH2:40][C:41]([NH:43][CH:44]([CH2:45][S:46][CH:23]([CH2:24][N:25]([CH3:27])[CH3:26])[CH2:22][C:21]([NH:20][C:17]1[CH:18]=[C:19]2[C:14](=[CH:15][C:16]=1[O:29][CH2:30][CH3:31])[N:13]=[CH:12][C:11]([C:32]#[N:33])=[C:10]2[NH:9][C:4]1[CH:5]=[CH:6][C:7]([F:8])=[C:2]([Cl:1])[CH:3]=1)=[O:28])[C:47]([NH:49][CH2:50][C:51]([OH:53])=[O:52])=[O:48])=[O:42])[C:36]([OH:38])=[O:37]. The catalyst class is: 30. (2) Reactant: [NH2:1][C:2]1[N:14]=[C:13]([C:15]2[C:20]([O:21][CH2:22][CH:23]([CH3:26])[CH2:24]C)=[CH:19][CH:18]=[CH:17][C:16]=2[O:27][CH2:28][C:29]2[CH:34]=[CH:33][C:32]([O:35][CH3:36])=[CH:31][CH:30]=2)[CH:12]=[C:11]([C:37]2[CH:42]=[CH:41][C:40]([NH2:43])=[C:39]([OH:44])[CH:38]=2)[C:3]=1[C:4]([O:6][C:7]([CH3:10])([CH3:9])[CH3:8])=[O:5].[C:45](OC(=O)C)(=[O:47])[CH3:46]. Product: [C:45]([NH:43][C:40]1[CH:41]=[CH:42][C:37]([C:11]2[C:3]([C:4]([O:6][C:7]([CH3:10])([CH3:8])[CH3:9])=[O:5])=[C:2]([NH2:1])[N:14]=[C:13]([C:15]3[C:16]([O:27][CH2:28][C:29]4[CH:30]=[CH:31][C:32]([O:35][CH3:36])=[CH:33][CH:34]=4)=[CH:17][CH:18]=[CH:19][C:20]=3[O:21][CH2:22][CH:23]3[CH2:26][CH2:24]3)[CH:12]=2)=[CH:38][C:39]=1[OH:44])(=[O:47])[CH3:46]. The catalyst class is: 13. (3) Reactant: [OH:1][C:2]1[CH:7]=[CH:6][CH:5]=[C:4]([N+:8]([O-:10])=[O:9])[C:3]=1[NH:11][C:12](=[O:14])[CH3:13].Br[CH2:16][CH2:17][CH2:18][C:19]([O:21][CH2:22][CH3:23])=[O:20].C(=O)([O-])[O-].[K+].[K+].[I-].[K+]. Product: [C:12]([NH:11][C:3]1[C:4]([N+:8]([O-:10])=[O:9])=[CH:5][CH:6]=[CH:7][C:2]=1[O:1][CH2:16][CH2:17][CH2:18][C:19]([O:21][CH2:22][CH3:23])=[O:20])(=[O:14])[CH3:13]. The catalyst class is: 145. (4) Reactant: [C:1]([O:5][C:6](=[O:34])[CH:7]([NH:21][C:22]1[C:27]([NH2:28])=[CH:26][N:25]=[C:24]([N:29]([CH2:32][CH3:33])[CH2:30][CH3:31])[N:23]=1)[CH2:8][C:9]1[CH:14]=[CH:13][C:12]([O:15][C:16](=[O:20])[N:17]([CH3:19])[CH3:18])=[CH:11][CH:10]=1)([CH3:4])([CH3:3])[CH3:2].[F:35][C:36]1[CH:41]=[CH:40][C:39]([S:42](Cl)(=[O:44])=[O:43])=[CH:38][CH:37]=1.CN(C)CCCN. Product: [C:1]([O:5][C:6](=[O:34])[CH:7]([NH:21][C:22]1[C:27]([NH:28][S:42]([C:39]2[CH:40]=[CH:41][C:36]([F:35])=[CH:37][CH:38]=2)(=[O:44])=[O:43])=[CH:26][N:25]=[C:24]([N:29]([CH2:30][CH3:31])[CH2:32][CH3:33])[N:23]=1)[CH2:8][C:9]1[CH:14]=[CH:13][C:12]([O:15][C:16](=[O:20])[N:17]([CH3:18])[CH3:19])=[CH:11][CH:10]=1)([CH3:3])([CH3:4])[CH3:2]. The catalyst class is: 17. (5) Reactant: Cl[C:2]1[CH:20]=[CH:19][C:5]([C:6]([NH:8][C:9]2[CH:17]=[C:16]3[C:12]([CH:13]=[CH:14][N:15]3[CH3:18])=[CH:11][CH:10]=2)=[O:7])=[CH:4][N:3]=1.[NH:21]1[CH2:31][CH2:30][CH:24]([C:25]([O:27][CH2:28][CH3:29])=[O:26])[CH2:23][CH2:22]1.C(OC(C1CCN(C2C=CC=CN=2)CC1)=O)C. Product: [CH2:28]([O:27][C:25]([CH:24]1[CH2:30][CH2:31][N:21]([C:2]2[CH:20]=[CH:19][C:5]([C:6](=[O:7])[NH:8][C:9]3[CH:17]=[C:16]4[C:12]([CH:13]=[CH:14][N:15]4[CH3:18])=[CH:11][CH:10]=3)=[CH:4][N:3]=2)[CH2:22][CH2:23]1)=[O:26])[CH3:29]. The catalyst class is: 25. (6) Reactant: [N:1]1[C:9]2[C:4](=[N:5][CH:6]=[CH:7][CH:8]=2)[N:3]([CH2:10][C:11]([O:13]CC2C=CC=CC=2)=[O:12])[CH:2]=1. Product: [N:1]1[C:9]2[C:4](=[N:5][CH:6]=[CH:7][CH:8]=2)[N:3]([CH2:10][C:11]([OH:13])=[O:12])[CH:2]=1. The catalyst class is: 78.